Dataset: Forward reaction prediction with 1.9M reactions from USPTO patents (1976-2016). Task: Predict the product of the given reaction. The product is: [OH:1][C@@:2]([CH3:24])([CH2:14][O:15][C:16]1[CH:17]=[CH:18][C:19]([OH:22])=[CH:20][CH:21]=1)[C:3]([NH:5][C:6]1[CH:7]=[CH:8][C:9]([OH:12])=[CH:10][CH:11]=1)=[O:4]. Given the reactants [OH:1][C@@:2]([CH3:24])([CH2:14][O:15][C:16]1[CH:21]=[CH:20][C:19]([O:22]C)=[CH:18][CH:17]=1)[C:3]([NH:5][C:6]1[CH:11]=[CH:10][C:9]([O:12]C)=[CH:8][CH:7]=1)=[O:4].B(Br)(Br)Br.O.CCOC(C)=O, predict the reaction product.